Dataset: Reaction yield outcomes from USPTO patents with 853,638 reactions. Task: Predict the reaction yield, written as a fraction of the theoretical maximum amount of product (1.0 means a 100% yield; for example, 0.34 means a 34% yield). The reactants are Br[CH2:2][CH2:3][C:4](Cl)=[O:5].CN(C)C1C=CC=CC=1.[F:16][C:17]([F:26])([F:25])[C:18]1[CH:24]=[CH:23][C:21]([NH2:22])=[CH:20][CH:19]=1.[OH-].[K+]. The catalyst is C(Cl)Cl.C(Cl)Cl.C(#N)C.[Br-].C([N+](CCCC)(CCCC)CCCC)CCC. The product is [F:16][C:17]([F:25])([F:26])[C:18]1[CH:19]=[CH:20][C:21]([N:22]2[CH2:2][CH2:3][C:4]2=[O:5])=[CH:23][CH:24]=1. The yield is 0.710.